This data is from Reaction yield outcomes from USPTO patents with 853,638 reactions. The task is: Predict the reaction yield, written as a fraction of the theoretical maximum amount of product (1.0 means a 100% yield; for example, 0.34 means a 34% yield). (1) The reactants are [Cl-].O[NH3+:3].[C:4](=[O:7])([O-])[OH:5].[Na+].CS(C)=O.[CH2:13]([C:17]1[N:18]=[C:19]([CH3:50])[N:20]([CH2:39][C:40]([C:42]2[CH:47]=[CH:46][C:45]([O:48][CH3:49])=[CH:44][CH:43]=2)=[O:41])[C:21](=[O:38])[C:22]=1[CH2:23][C:24]1[CH:29]=[CH:28][C:27]([C:30]2[C:31]([C:36]#[N:37])=[CH:32][CH:33]=[CH:34][CH:35]=2)=[CH:26][CH:25]=1)[CH2:14][CH2:15][CH3:16]. The catalyst is C(OCC)(=O)C. The product is [CH2:13]([C:17]1[N:18]=[C:19]([CH3:50])[N:20]([CH2:39][C:40]([C:42]2[CH:47]=[CH:46][C:45]([O:48][CH3:49])=[CH:44][CH:43]=2)=[O:41])[C:21](=[O:38])[C:22]=1[CH2:23][C:24]1[CH:25]=[CH:26][C:27]([C:30]2[CH:35]=[CH:34][CH:33]=[CH:32][C:31]=2[C:36]2[NH:3][C:4](=[O:7])[O:5][N:37]=2)=[CH:28][CH:29]=1)[CH2:14][CH2:15][CH3:16]. The yield is 0.0700. (2) The catalyst is C(O)C. The yield is 0.558. The product is [CH2:9]([N:11]1[C:6]([NH2:7])=[CH:5][C:4]([CH2:3][O:2][CH3:1])=[N:12]1)[CH3:10]. The reactants are [CH3:1][O:2][CH2:3][C:4](=O)[CH2:5][C:6]#[N:7].[CH2:9]([NH:11][NH2:12])[CH3:10].Cl. (3) The catalyst is CCOC(C)=O. The product is [F:1][C:2]1[C:7]([F:8])=[CH:6][CH:5]=[CH:4][C:3]=1[C:9]1[N:41]=[C:12]2[CH:13]=[N:14][N:15]([CH:17]([C:22]3[O:26][N:25]=[C:24]([C:27]4[CH:32]=[CH:31][C:30]([O:33][CH2:34][CH2:35][CH3:36])=[CH:29][C:28]=4[C:37]([F:39])([F:38])[F:40])[CH:23]=3)[C:18]([O:55][CH:52]([CH3:54])[CH3:53])=[O:19])[CH:16]=[C:11]2[N:10]=1. The reactants are [F:1][C:2]1[C:7]([F:8])=[CH:6][CH:5]=[CH:4][C:3]=1[C:9]1[N:41]=[C:12]2[CH:13]=[N:14][N:15]([CH:17]([C:22]3[O:26][N:25]=[C:24]([C:27]4[CH:32]=[CH:31][C:30]([O:33][CH2:34][CH2:35][CH3:36])=[CH:29][C:28]=4[C:37]([F:40])([F:39])[F:38])[CH:23]=3)[C:18](OC)=[O:19])[CH:16]=[C:11]2[N:10]=1.C(=O)([O-])[O-].[K+].[K+].CC(O)=O.[CH:52]([OH:55])([CH3:54])[CH3:53]. The yield is 0.620. (4) The reactants are [O:1]1[CH2:6][CH2:5][CH:4]([CH2:7][OH:8])[CH2:3][CH2:2]1.C(N(CC)CC)C.[CH3:16][S:17](Cl)(=[O:19])=[O:18]. The catalyst is C(Cl)Cl. The product is [O:1]1[CH2:6][CH2:5][CH:4]([CH2:7][O:8][S:17]([CH3:16])(=[O:19])=[O:18])[CH2:3][CH2:2]1. The yield is 0.970. (5) The reactants are [S:1]1[C:5]2[C:6]([NH2:10])=[CH:7][CH:8]=[CH:9][C:4]=2[N:3]=[CH:2]1.[F:11][C:12]([F:24])([F:23])[C:13]1[CH:22]=[CH:21][C:16]([CH2:17][N:18]=[C:19]=[O:20])=[CH:15][CH:14]=1.ClCCCl.CN(C)C=O. The catalyst is C(Cl)Cl. The product is [S:1]1[C:5]2[C:6]([NH:10][C:19]([NH:18][CH2:17][C:16]3[CH:15]=[CH:14][C:13]([C:12]([F:11])([F:24])[F:23])=[CH:22][CH:21]=3)=[O:20])=[CH:7][CH:8]=[CH:9][C:4]=2[N:3]=[CH:2]1. The yield is 0.400. (6) The reactants are [C:1]1([CH:7]([OH:10])[CH2:8][OH:9])[CH:6]=[CH:5][CH:4]=[CH:3][CH:2]=1.[C:11]1(C)C=CC=C[CH:12]=1.CC1OC(C)OC(C)O1. The catalyst is C1(C)C=CC(S(O)(=O)=O)=CC=1.O. The product is [CH3:11][CH:12]1[O:10][CH:7]([C:1]2[CH:6]=[CH:5][CH:4]=[CH:3][CH:2]=2)[CH2:8][O:9]1. The yield is 0.853.